Dataset: Blood-brain barrier penetration binary classification data from Martins et al.. Task: Regression/Classification. Given a drug SMILES string, predict its absorption, distribution, metabolism, or excretion properties. Task type varies by dataset: regression for continuous measurements (e.g., permeability, clearance, half-life) or binary classification for categorical outcomes (e.g., BBB penetration, CYP inhibition). Dataset: bbb_martins. The drug is CCCC(=O)O[C@]1(C(C)=O)CCC[C@H]2[C@@H]3CCC4=CC(=O)C=C[C@]4(C)[C@H]3[C@@H](O)C[C@@]21C. The result is 1 (penetrates BBB).